This data is from Reaction yield outcomes from USPTO patents with 853,638 reactions. The task is: Predict the reaction yield, written as a fraction of the theoretical maximum amount of product (1.0 means a 100% yield; for example, 0.34 means a 34% yield). (1) The reactants are C1CCN2C(=NCCC2)CC1.[NH2:12][C:13]1[CH:14]=[C:15]([C:19]2[CH:24]=[CH:23][C:22]([C:25]([F:35])([CH3:34])[CH2:26][NH:27][S:28]([CH:31]([CH3:33])[CH3:32])(=[O:30])=[O:29])=[CH:21][CH:20]=2)[CH:16]=[CH:17][CH:18]=1.C(Cl)Cl.Cl[CH2:40][S:41](Cl)(=[O:43])=[O:42]. The catalyst is O. The product is [F:35][C:25]([C:22]1[CH:21]=[CH:20][C:19]([C:15]2[CH:16]=[CH:17][CH:18]=[C:13]([NH:12][S:41]([CH3:40])(=[O:43])=[O:42])[CH:14]=2)=[CH:24][CH:23]=1)([CH3:34])[CH2:26][NH:27][S:28]([CH:31]([CH3:32])[CH3:33])(=[O:30])=[O:29]. The yield is 0.290. (2) The reactants are Cl[C:2]1[N:7]=[CH:6][N:5]=[C:4]([NH:8][C:9]2[CH:14]=[CH:13][CH:12]=[C:11]([NH2:15])[N:10]=2)[CH:3]=1.[CH3:16][C:17]1[CH:18]=[C:19]([OH:23])[CH:20]=[CH:21][CH:22]=1.C([O-])([O-])=O.[K+].[K+]. The catalyst is CN(C=O)C.CCOC(C)=O. The product is [CH3:16][C:17]1[CH:18]=[C:19]([CH:20]=[CH:21][CH:22]=1)[O:23][C:2]1[N:7]=[CH:6][N:5]=[C:4]([NH:8][C:9]2[CH:14]=[CH:13][CH:12]=[C:11]([NH2:15])[N:10]=2)[CH:3]=1. The yield is 0.750. (3) The reactants are [N+]([C:4]1[CH:9]=[CH:8][CH:7]=[CH:6][C:5]=1[OH:10])([O-])=O.[C:11]1(=O)[CH2:16]CCC[CH2:12]1.[CH:18]1(O)CCCCC1. The catalyst is C(=O)([O-])[O-].[Zn+2]. The product is [CH3:18][C:4]1[C:5](=[O:10])[CH2:6][C@H:7]([C:11]([CH3:16])=[CH2:12])[CH2:8][CH:9]=1. The yield is 0.630. (4) The reactants are [CH3:1][N:2]([CH3:19])[C:3](=[O:18])[O:4][C:5]1[CH:10]=[CH:9][C:8]([CH:11]([OH:15])[CH2:12][CH2:13][OH:14])=[C:7]([CH:16]=[CH2:17])[CH:6]=1.C(N([CH2:25][CH3:26])CC)C.[C:27]([Si:31]([CH3:34])([CH3:33])Cl)([CH3:30])([CH3:29])[CH3:28].O. The catalyst is ClCCl.CN(C)C1C=CN=CC=1. The product is [CH3:19][N:2]([CH3:1])[C:3](=[O:18])[O:4][C:5]1[CH:10]=[CH:9][C:8]([CH:11]([OH:15])[CH2:12][CH2:13][O:14][Si:31]([C:27]([CH3:30])([CH3:29])[CH3:28])([C:34]2[CH:26]=[CH:25][CH:12]=[CH:11][CH:8]=2)[C:33]2[CH:9]=[CH:10][CH:5]=[CH:6][CH:7]=2)=[C:7]([CH:16]=[CH2:17])[CH:6]=1. The yield is 0.700. (5) The reactants are [N+:1]([C:4]1[CH:9]=[CH:8][CH:7]=[CH:6][C:5]=1[CH:10]1[CH:14]=[CH:13][CH2:12][O:11]1)([O-])=O.[N+](C1C=CC=CC=1C1CC=CO1)([O-])=O.CCN(CC)CC. The catalyst is [Pd].CO. The product is [O:11]1[CH2:12][CH2:13][CH2:14][CH:10]1[C:5]1[CH:6]=[CH:7][CH:8]=[CH:9][C:4]=1[NH2:1]. The yield is 0.840.